From a dataset of Forward reaction prediction with 1.9M reactions from USPTO patents (1976-2016). Predict the product of the given reaction. (1) Given the reactants [NH2:1][C:2]1[CH:3]=[N:4][CH:5]=[CH:6][CH:7]=1.C(N(CC)CC)C.[CH3:15][C:16]([CH3:21])([CH3:20])[C:17](Cl)=[O:18], predict the reaction product. The product is: [N:4]1[CH:5]=[CH:6][CH:7]=[C:2]([NH:1][C:17](=[O:18])[C:16]([CH3:21])([CH3:20])[CH3:15])[CH:3]=1. (2) Given the reactants COC1C=CC(C[N:8](CC2C=CC(OC)=CC=2)[C:9]2[C:14]([Cl:15])=[C:13]([N:16]3[CH2:27][CH2:26][C:19]4([C:23](=[O:24])[NH:22][C:21](=[O:25])[CH2:20]4)[CH2:18][CH2:17]3)[C:12]([C:28]3[CH:33]=[CH:32][C:31]([C:34]4[CH:35]=[N:36][N:37]([CH3:39])[CH:38]=4)=[CH:30][CH:29]=3)=[CH:11][N:10]=2)=CC=1.C([O-])(O)=O.[Na+].ClCCl, predict the reaction product. The product is: [NH2:8][C:9]1[C:14]([Cl:15])=[C:13]([N:16]2[CH2:27][CH2:26][C:19]3([C:23](=[O:24])[NH:22][C:21](=[O:25])[CH2:20]3)[CH2:18][CH2:17]2)[C:12]([C:28]2[CH:29]=[CH:30][C:31]([C:34]3[CH:35]=[N:36][N:37]([CH3:39])[CH:38]=3)=[CH:32][CH:33]=2)=[CH:11][N:10]=1. (3) Given the reactants C1CO[C:3]2([CH2:20][CH2:19][C@@:18]3([CH3:21])[CH:5]([C@@H:6]([CH2:31][OH:32])[C:7](=[O:30])[C@@H:8]4[C@@H:17]3[CH2:16][CH2:15][C@@:13]3([CH3:14])[C@H:9]4[CH2:10][CH2:11][C@@H:12]3[O:22][Si](C(C)(C)C)(C)C)[C:4]2([CH3:34])[CH3:33])[O:2]1.Cl.C([O-])(O)=O.[Na+], predict the reaction product. The product is: [CH3:33][C:4]1([CH3:34])[C:3](=[O:2])[CH2:20][CH2:19][C@@:18]2([CH3:21])[CH:5]1[C@@H:6]([CH2:31][OH:32])[C:7](=[O:30])[C@@H:8]1[C@@H:17]2[CH2:16][CH2:15][C@@:13]2([CH3:14])[C@H:9]1[CH2:10][CH2:11][C@@H:12]2[OH:22]. (4) Given the reactants [CH3:1][C:2]([CH3:16])([CH2:14][CH3:15])[CH2:3][C:4]1[N:5]=[C:6]([CH2:9][CH2:10][C:11](Cl)=[O:12])[NH:7][CH:8]=1.C(Cl)Cl.[OH-].[NH4+:21], predict the reaction product. The product is: [CH3:1][C:2]([CH3:16])([CH2:14][CH3:15])[CH2:3][C:4]1[N:5]=[C:6]([CH2:9][CH2:10][C:11]([NH2:21])=[O:12])[NH:7][CH:8]=1.